From a dataset of Forward reaction prediction with 1.9M reactions from USPTO patents (1976-2016). Predict the product of the given reaction. (1) Given the reactants [C:1]([CH2:4][CH2:5][CH2:6][N:7]([CH3:61])[C@H:8]([C:12]([NH:14][C@H:15]([C:19]([N:21]([C@@H:23]([C@@H:57]([CH3:60])[CH2:58][CH3:59])[C@H:24]([O:55][CH3:56])[CH2:25][C:26]([N:28]1[CH2:32][CH2:31][CH2:30][C@H:29]1[C@H:33]([O:53][CH3:54])[C@@H:34]([CH3:52])[C:35]([NH:37][C@@H:38]([CH2:42][C:43]1[C:51]2[C:46](=[CH:47][CH:48]=[CH:49][CH:50]=2)[NH:45][CH:44]=1)[C:39]([NH2:41])=[O:40])=[O:36])=[O:27])[CH3:22])=[O:20])[CH:16]([CH3:18])[CH3:17])=[O:13])[CH:9]([CH3:11])[CH3:10])(O)=[O:2].F[P-](F)(F)(F)(F)F.N1(OC(N(C)C)=[N+](C)C)C2N=CC=CC=2N=N1.C(N(CC)C(C)C)(C)C.[O:95]=[C:96]1[CH:100]=[CH:99][C:98](=[O:101])[N:97]1[CH2:102][CH2:103][CH2:104][CH2:105][CH2:106][C:107]([NH:109][NH2:110])=[O:108], predict the reaction product. The product is: [O:101]=[C:98]1[CH:99]=[CH:100][C:96](=[O:95])[N:97]1[CH2:102][CH2:103][CH2:104][CH2:105][CH2:106][C:107]([NH:109][NH:110][C:1](=[O:2])[CH2:4][CH2:5][CH2:6][N:7]([CH3:61])[C@H:8]([C:12]([NH:14][C@H:15]([C:19]([N:21]([C@@H:23]([C@@H:57]([CH3:60])[CH2:58][CH3:59])[C@H:24]([O:55][CH3:56])[CH2:25][C:26]([N:28]1[CH2:32][CH2:31][CH2:30][C@H:29]1[C@H:33]([O:53][CH3:54])[C@@H:34]([CH3:52])[C:35]([NH:37][C@@H:38]([CH2:42][C:43]1[C:51]2[C:46](=[CH:47][CH:48]=[CH:49][CH:50]=2)[NH:45][CH:44]=1)[C:39]([NH2:41])=[O:40])=[O:36])=[O:27])[CH3:22])=[O:20])[CH:16]([CH3:17])[CH3:18])=[O:13])[CH:9]([CH3:10])[CH3:11])=[O:108]. (2) Given the reactants [NH2:1][CH:2]1[CH2:6][CH2:5][NH:4][CH2:3]1.[CH3:7][O:8][C:9]1[CH:10]=[C:11]([CH:14]=[CH:15][C:16]=1[O:17][CH3:18])[CH:12]=O.C(=O)([O-])[O-].[Na+].[Na+], predict the reaction product. The product is: [NH:4]1[CH2:5][CH2:6][CH:2]([CH:3]=[CH:12][C:11]2[CH:14]=[CH:15][C:16]([O:17][CH3:18])=[C:9]([O:8][CH3:7])[CH:10]=2)[NH:1]1.